This data is from Forward reaction prediction with 1.9M reactions from USPTO patents (1976-2016). The task is: Predict the product of the given reaction. Given the reactants [Cl:1][C:2]1[C:6]([N:7]([CH2:14][C:15]#[CH:16])[C:8](=[O:13])[CH:9]([S:11][CH3:12])[CH3:10])=[CH:5][N:4]([C:17]2[CH:18]=[N:19][CH:20]=[CH:21][CH:22]=2)[N:3]=1.[OH:23]O, predict the reaction product. The product is: [Cl:1][C:2]1[C:6]([N:7]([CH2:14][C:15]#[CH:16])[C:8](=[O:13])[CH:9]([S:11]([CH3:12])=[O:23])[CH3:10])=[CH:5][N:4]([C:17]2[CH:18]=[N:19][CH:20]=[CH:21][CH:22]=2)[N:3]=1.